Predict the product of the given reaction. From a dataset of Forward reaction prediction with 1.9M reactions from USPTO patents (1976-2016). (1) The product is: [CH:2]([C:5]1[CH:6]=[CH:7][C:8]2[N:12]=[CH:11][N:10]([C:13]3[S:17][C:16]([C:18]([O:20][CH3:21])=[O:19])=[C:15]([O:22][C@@H:23]([C:25]4[CH:30]=[CH:29][CH:28]=[CH:27][C:26]=4[C:31]([F:32])([F:33])[F:34])[CH3:24])[CH:14]=3)[C:9]=2[CH:35]=1)=[O:1]. Given the reactants [OH:1][CH:2]([C:5]1[CH:6]=[CH:7][C:8]2[N:12]=[CH:11][N:10]([C:13]3[S:17][C:16]([C:18]([O:20][CH3:21])=[O:19])=[C:15]([O:22][C@@H:23]([C:25]4[CH:30]=[CH:29][CH:28]=[CH:27][C:26]=4[C:31]([F:34])([F:33])[F:32])[CH3:24])[CH:14]=3)[C:9]=2[CH:35]=1)CO.C1(C)C=CC(S([O-])(=O)=O)=CC=1.[NH+]1C=CC=CC=1.C([O-])(O)=O.[Na+], predict the reaction product. (2) Given the reactants [C:1]1([CH2:7][CH2:8][CH2:9][NH2:10])[CH:6]=[CH:5][CH:4]=[CH:3][CH:2]=1.C(N(CC)CC)C.[C:18](Cl)(Cl)=[S:19].[CH3:22][N:23]([CH3:37])[C:24]1([C:31]2[CH:36]=[CH:35][CH:34]=[CH:33][CH:32]=2)[CH2:29][CH2:28][CH:27]([NH2:30])[CH2:26][CH2:25]1, predict the reaction product. The product is: [CH3:22][N:23]([CH3:37])[C:24]1([C:31]2[CH:36]=[CH:35][CH:34]=[CH:33][CH:32]=2)[CH2:29][CH2:28][CH:27]([NH:30][C:18]([NH:10][CH2:9][CH2:8][CH2:7][C:1]2[CH:6]=[CH:5][CH:4]=[CH:3][CH:2]=2)=[S:19])[CH2:26][CH2:25]1.